Dataset: Forward reaction prediction with 1.9M reactions from USPTO patents (1976-2016). Task: Predict the product of the given reaction. (1) Given the reactants [CH3:1][S:2][C:3]1[N:4]=[N:5][C:6]([C:9]2[N:13](C3CCCCO3)[N:12]=[CH:11][CH:10]=2)=[CH:7][CH:8]=1.Cl.O1CCOCC1, predict the reaction product. The product is: [CH3:1][S:2][C:3]1[N:4]=[N:5][C:6]([C:9]2[CH:10]=[CH:11][NH:12][N:13]=2)=[CH:7][CH:8]=1. (2) Given the reactants C(O[C:4]([C:6]1[O:7][C:8]2[CH:14]=[CH:13][C:12]([O:15][CH2:16][C:17]3[CH:22]=[CH:21][CH:20]=[CH:19][CH:18]=3)=[CH:11][C:9]=2[CH:10]=1)=[O:5])C.[CH3:23][CH2:24][Mg+].[Br-].[CH2:27]1COC[CH2:28]1, predict the reaction product. The product is: [CH2:16]([O:15][C:12]1[CH:13]=[CH:14][C:8]2[O:7][C:6]([C:4]([OH:5])([CH2:23][CH3:24])[CH2:27][CH3:28])=[CH:10][C:9]=2[CH:11]=1)[C:17]1[CH:18]=[CH:19][CH:20]=[CH:21][CH:22]=1. (3) Given the reactants [Br:1][C:2]1[N:3]=[CH:4][NH:5][CH:6]=1.[H-].[Na+].[N+:9]([C:12]1[CH:13]=[C:14](F)[CH:15]=[CH:16][CH:17]=1)([O-:11])=[O:10], predict the reaction product. The product is: [Br:1][C:2]1[N:3]=[CH:4][N:5]([C:16]2[CH:15]=[CH:14][CH:13]=[C:12]([N+:9]([O-:11])=[O:10])[CH:17]=2)[CH:6]=1. (4) Given the reactants [CH3:1][O:2][C:3]1[C:11]2[O:10][C:9]([CH3:13])([CH3:12])[CH2:8][C:7]=2[CH:6]=[C:5]([CH:14]=[C:15]([CH3:17])[CH3:16])[CH:4]=1.S(=O)(=O)(O)O.[C:23](#[N:25])[CH3:24], predict the reaction product. The product is: [CH3:1][O:2][C:3]1[CH:4]=[C:5]2[C:6](=[C:7]3[CH2:8][C:9]([CH3:12])([CH3:13])[O:10][C:11]=13)[C:23]([CH3:24])=[N:25][C:15]([CH3:17])([CH3:16])[CH2:14]2. (5) Given the reactants [CH3:1][C:2]1([CH3:13])[CH2:11][CH2:10][C:9]2[C:4](=[CH:5][C:6]([OH:12])=[CH:7][CH:8]=2)[O:3]1.B(Cl)(Cl)Cl.CS[C:20]#[N:21].[Cl-].[Cl-].[Cl-].[Al+3].[OH-].[Na+], predict the reaction product. The product is: [OH:12][C:6]1[CH:5]=[C:4]2[C:9]([CH2:10][CH2:11][C:2]([CH3:13])([CH3:1])[O:3]2)=[CH:8][C:7]=1[C:20]#[N:21]. (6) Given the reactants [NH2:1][CH2:2][CH2:3][C:4]([O:6][CH3:7])=[O:5].[C:8]1(=O)[CH2:12][CH2:11][CH2:10][CH2:9]1.C([O-])(=O)C.[Na+].C(O[BH-](OC(=O)C)OC(=O)C)(=O)C.[Na+].C(=O)(O)[O-].[Na+].[OH-].[Na+], predict the reaction product. The product is: [CH:8]1([NH:1][CH2:2][CH2:3][C:4]([O:6][CH3:7])=[O:5])[CH2:12][CH2:11][CH2:10][CH2:9]1. (7) Given the reactants [CH3:1][N:2]([CH2:4][C@H:5]([N:27]1[C:35]([C:36]2[CH:41]=[CH:40][CH:39]=[CH:38][CH:37]=2)=[C:34]2[C:29]([N:30]([CH3:45])[C:31](=[O:44])[N:32]([CH3:43])[C:33]2=[O:42])=[CH:28]1)[CH2:6][S:7]C(C1C=CC=CC=1)(C1C=CC=CC=1)C1C=CC=CC=1)[CH3:3].C(O)(C(F)(F)F)=O.C([SiH](CC)CC)C, predict the reaction product. The product is: [CH3:1][N:2]([CH3:3])[CH2:4][C@H:5]([N:27]1[C:35]([C:36]2[CH:41]=[CH:40][CH:39]=[CH:38][CH:37]=2)=[C:34]2[C:29]([N:30]([CH3:45])[C:31](=[O:44])[N:32]([CH3:43])[C:33]2=[O:42])=[CH:28]1)[CH2:6][SH:7].